This data is from Full USPTO retrosynthesis dataset with 1.9M reactions from patents (1976-2016). The task is: Predict the reactants needed to synthesize the given product. (1) The reactants are: [C:1]1([C@@H:7]2[CH2:9][C@H:8]2[C:10]([N:12]2[CH2:17][CH2:16][CH:15]([CH2:18][NH:19]C(=O)OC(C)(C)C)[CH2:14][CH2:13]2)=[O:11])[CH:6]=[CH:5][CH:4]=[CH:3][CH:2]=1.[C:27]([OH:33])([C:29]([F:32])([F:31])[F:30])=[O:28]. Given the product [C:1]1([C@@H:7]2[CH2:9][C@H:8]2[C:10]([N:12]2[CH2:13][CH2:14][CH:15]([CH2:18][NH2:19])[CH2:16][CH2:17]2)=[O:11])[CH:2]=[CH:3][CH:4]=[CH:5][CH:6]=1.[F:30][C:29]([F:32])([F:31])[C:27]([O-:33])=[O:28], predict the reactants needed to synthesize it. (2) Given the product [CH3:1][C:2]1[CH:7]=[CH:6][C:5]([N+:8]([O-:10])=[O:9])=[CH:4][C:3]=1[O:11][CH2:13][CH2:14][N:15]1[CH2:20][CH2:19][O:18][CH2:17][CH2:16]1, predict the reactants needed to synthesize it. The reactants are: [CH3:1][C:2]1[CH:7]=[CH:6][C:5]([N+:8]([O-:10])=[O:9])=[CH:4][C:3]=1[OH:11].Cl[CH2:13][CH2:14][N:15]1[CH2:20][CH2:19][O:18][CH2:17][CH2:16]1.C(=O)([O-])[O-].[K+].[K+].C(OC(=O)C)C. (3) The reactants are: [CH3:1][C:2]1[CH:3]=[CH:4][C:5]([OH:24])=[C:6]([C@@H:8]([C:18]2[CH:19]=[CH:20][CH:21]=[CH:22][CH:23]=2)[CH2:9][CH2:10]N(C(C)C)C(C)C)[CH:7]=1.C(O)(=[O:34])/C=C/C1C=CC=CC=1.C1C(O)=CC=C(C)C=1. Given the product [CH3:1][C:2]1[CH:3]=[CH:4][C:5]2[O:24][C:10](=[O:34])[CH2:9][CH:8]([C:18]3[CH:19]=[CH:20][CH:21]=[CH:22][CH:23]=3)[C:6]=2[CH:7]=1, predict the reactants needed to synthesize it. (4) Given the product [CH3:2][N:3]1[CH2:8][CH2:7][CH2:6][C:5]2([CH2:13][CH2:12][CH2:11][N:10]([S:30]([C:27]3[CH:26]=[CH:25][C:24]([C:23]([F:22])([F:34])[F:35])=[CH:29][CH:28]=3)(=[O:32])=[O:31])[CH2:9]2)[C:4]1=[O:14], predict the reactants needed to synthesize it. The reactants are: Cl.[CH3:2][N:3]1[CH2:8][CH2:7][CH2:6][C:5]2([CH2:13][CH2:12][CH2:11][NH:10][CH2:9]2)[C:4]1=[O:14].C(N(CC)CC)C.[F:22][C:23]([F:35])([F:34])[C:24]1[CH:29]=[CH:28][C:27]([S:30](Cl)(=[O:32])=[O:31])=[CH:26][CH:25]=1. (5) Given the product [I:8][C:7]1[C:2]([NH:19][C:20]2[CH:25]=[CH:24][CH:23]=[CH:22][CH:21]=2)=[N:3][CH:4]=[C:5]([CH3:9])[CH:6]=1, predict the reactants needed to synthesize it. The reactants are: F[C:2]1[C:7]([I:8])=[CH:6][C:5]([CH3:9])=[CH:4][N:3]=1.C([O-])(=O)C.[K+].C(O)(=O)C.[NH2:19][C:20]1[CH:25]=[CH:24][CH:23]=[CH:22][CH:21]=1. (6) Given the product [CH2:1]([NH:8][C:9]([C:11]1[S:15][C:14]([C:18]#[CH:19])=[N:13][C:12]=1[CH3:17])=[O:10])[C:2]1[CH:7]=[CH:6][CH:5]=[CH:4][CH:3]=1, predict the reactants needed to synthesize it. The reactants are: [CH2:1]([NH:8][C:9]([C:11]1[S:15][C:14](Br)=[N:13][C:12]=1[CH3:17])=[O:10])[C:2]1[CH:7]=[CH:6][CH:5]=[CH:4][CH:3]=1.[CH:18](N(CC)C(C)C)(C)[CH3:19].C[Si](C#C)(C)C.[OH-].[Li+].